From a dataset of Reaction yield outcomes from USPTO patents with 853,638 reactions. Predict the reaction yield, written as a fraction of the theoretical maximum amount of product (1.0 means a 100% yield; for example, 0.34 means a 34% yield). (1) The reactants are [O:1]=[S:2]1(=[O:20])[CH2:6][CH2:5][CH2:4][N:3]1[C:7]1[CH:12]=[CH:11][C:10]([CH:13]([O:18][CH3:19])[C:14]([O:16]C)=[O:15])=[CH:9][CH:8]=1.[OH-].[Na+]. The catalyst is CO. The product is [O:1]=[S:2]1(=[O:20])[CH2:6][CH2:5][CH2:4][N:3]1[C:7]1[CH:8]=[CH:9][C:10]([CH:13]([O:18][CH3:19])[C:14]([OH:16])=[O:15])=[CH:11][CH:12]=1. The yield is 0.820. (2) The product is [Cl:1][CH2:2][C:3]1[NH:12][C:7]2[CH:8]=[CH:9][CH:10]=[CH:11][C:6]=2[N:13]=1. The catalyst is Cl. The reactants are [Cl:1][CH2:2][C:3](O)=O.[C:6]1([NH2:13])[C:7]([NH2:12])=[CH:8][CH:9]=[CH:10][CH:11]=1.N. The yield is 0.750.